This data is from Serine/threonine kinase 33 screen with 319,792 compounds. The task is: Binary Classification. Given a drug SMILES string, predict its activity (active/inactive) in a high-throughput screening assay against a specified biological target. (1) The molecule is Brc1ccc(NC(=O)CSc2n(c(O)c(CC)c(=O)n2)CC=C)cc1. The result is 0 (inactive). (2) The molecule is O1c2c(OC1)ccc(c2)/C=C(\C(=O)Nc1ccc(O)cc1)C#N. The result is 0 (inactive).